Regression. Given a peptide amino acid sequence and an MHC pseudo amino acid sequence, predict their binding affinity value. This is MHC class I binding data. From a dataset of Peptide-MHC class I binding affinity with 185,985 pairs from IEDB/IMGT. (1) The peptide sequence is RFWELVDKER. The MHC is HLA-A31:01 with pseudo-sequence HLA-A31:01. The binding affinity (normalized) is 0.848. (2) The peptide sequence is HYVRITGLY. The MHC is HLA-A23:01 with pseudo-sequence HLA-A23:01. The binding affinity (normalized) is 0.175. (3) The peptide sequence is WEAWWTEYW. The MHC is HLA-B45:01 with pseudo-sequence HLA-B45:01. The binding affinity (normalized) is 0.193. (4) The peptide sequence is SYLIRALTL. The MHC is HLA-B18:01 with pseudo-sequence HLA-B18:01. The binding affinity (normalized) is 0.0847. (5) The peptide sequence is ACYNTCYCK. The MHC is HLA-A31:01 with pseudo-sequence HLA-A31:01. The binding affinity (normalized) is 0.328. (6) The peptide sequence is YLLLTTNGT. The MHC is HLA-A29:02 with pseudo-sequence HLA-A29:02. The binding affinity (normalized) is 0.680. (7) The peptide sequence is ITLWQRPLV. The MHC is HLA-A68:01 with pseudo-sequence HLA-A68:01. The binding affinity (normalized) is 0.